The task is: Predict the product of the given reaction.. This data is from Forward reaction prediction with 1.9M reactions from USPTO patents (1976-2016). (1) Given the reactants [C:1]([NH:4][C:5]1[S:6][C:7]([C:11]2[CH:12]=[C:13]([S:17](Cl)(=[O:19])=[O:18])[S:14][C:15]=2[Br:16])=[C:8]([CH3:10])[N:9]=1)(=[O:3])[CH3:2].[NH:21]1[CH2:26][CH2:25][O:24][CH2:23][CH2:22]1.CCN(C(C)C)C(C)C, predict the reaction product. The product is: [Br:16][C:15]1[S:14][C:13]([S:17]([N:21]2[CH2:26][CH2:25][O:24][CH2:23][CH2:22]2)(=[O:19])=[O:18])=[CH:12][C:11]=1[C:7]1[S:6][C:5]([NH:4][C:1](=[O:3])[CH3:2])=[N:9][C:8]=1[CH3:10]. (2) Given the reactants [C:1]([CH:4]([C:11](=O)[CH2:12][CH2:13][CH2:14][CH3:15])[CH2:5][C:6]([O:8][CH2:9][CH3:10])=[O:7])(=O)[CH3:2].[C:17]1([NH:23][NH2:24])[CH:22]=[CH:21][CH:20]=[CH:19][CH:18]=1.C(O)(=O)C, predict the reaction product. The product is: [CH2:12]([C:11]1[C:4]([CH2:5][C:6]([O:8][CH2:9][CH3:10])=[O:7])=[C:1]([CH3:2])[N:23]([C:17]2[CH:22]=[CH:21][CH:20]=[CH:19][CH:18]=2)[N:24]=1)[CH2:13][CH2:14][CH3:15]. (3) Given the reactants [CH3:1][O:2][C:3]1[CH:8]=[CH:7][C:6]([C:9]([NH:24][C:25]2[C@:26]([CH3:44])([C:40]([F:43])([F:42])[F:41])[O:27][CH2:28][C@:29]([C:32]3[C:37]([F:38])=[CH:36][CH:35]=[C:34](Br)[N:33]=3)([CH3:31])[N:30]=2)([C:16]2[CH:21]=[CH:20][C:19]([O:22][CH3:23])=[CH:18][CH:17]=2)[C:10]2[CH:15]=[CH:14][CH:13]=[CH:12][CH:11]=2)=[CH:5][CH:4]=1.[NH2:45][C:46]1[C:51]([C:52]#[N:53])=[CH:50][CH:49]=[CH:48][N:47]=1.C1C=CC(P(C2C(C3C(P(C4C=CC=CC=4)C4C=CC=CC=4)=CC=C4C=3C=CC=C4)=C3C(C=CC=C3)=CC=2)C2C=CC=CC=2)=CC=1.CC(C)([O-])C.[Na+], predict the reaction product. The product is: [CH3:1][O:2][C:3]1[CH:8]=[CH:7][C:6]([C:9]([NH:24][C:25]2[C@:26]([CH3:44])([C:40]([F:43])([F:42])[F:41])[O:27][CH2:28][C@:29]([C:32]3[N:33]=[C:34]([NH:45][C:46]4[N:47]=[CH:48][CH:49]=[CH:50][C:51]=4[C:52]#[N:53])[CH:35]=[CH:36][C:37]=3[F:38])([CH3:31])[N:30]=2)([C:16]2[CH:21]=[CH:20][C:19]([O:22][CH3:23])=[CH:18][CH:17]=2)[C:10]2[CH:15]=[CH:14][CH:13]=[CH:12][CH:11]=2)=[CH:5][CH:4]=1. (4) Given the reactants [NH2:1][C:2]1[CH:3]=[N:4][CH:5]=[CH:6][C:7]=1[C:8]1([C:11]([O:13]C)=O)[CH2:10][CH2:9]1.F[B-](F)(F)F.[H+].C(=O)(O)[O-].[Na+], predict the reaction product. The product is: [NH:1]1[C:2]2=[CH:3][N:4]=[CH:5][CH:6]=[C:7]2[C:8]2([CH2:10][CH2:9]2)[C:11]1=[O:13]. (5) Given the reactants [C:1]([O:5][C:6]([N:8]([CH3:55])[C@@H:9]([CH3:54])[C:10]([NH:12][C@@H:13]([C:50]([CH3:53])([CH3:52])[CH3:51])[C:14]([N:16]1[C@H:25]([C:26](=[O:38])[NH:27][C@H:28]2[C:37]3[C:32](=[CH:33][CH:34]=[CH:35][CH:36]=3)[CH2:31][CH2:30][CH2:29]2)[CH2:24][C:23]2[C:18](=[CH:19][C:20]([O:39]CC3C=CC(C(O)=O)=CC=3)=[CH:21][CH:22]=2)[CH2:17]1)=[O:15])=[O:11])=[O:7])([CH3:4])([CH3:3])[CH3:2], predict the reaction product. The product is: [OH:39][C:20]1[CH:19]=[C:18]2[C:23]([CH2:24][C@@H:25]([C:26](=[O:38])[NH:27][C@H:28]3[C:37]4[C:32](=[CH:33][CH:34]=[CH:35][CH:36]=4)[CH2:31][CH2:30][CH2:29]3)[N:16]([C:14](=[O:15])[C@@H:13]([NH:12][C:10](=[O:11])[C@@H:9]([N:8]([CH3:55])[C:6](=[O:7])[O:5][C:1]([CH3:3])([CH3:4])[CH3:2])[CH3:54])[C:50]([CH3:51])([CH3:52])[CH3:53])[CH2:17]2)=[CH:22][CH:21]=1. (6) Given the reactants [N-:1]=[N+:2]=[N-:3].[Na+].[C:5]([O:8][CH:9]([CH2:14][CH2:15]OS(C)(=O)=O)[C:10]([O:12][CH3:13])=[O:11])(=[O:7])[CH3:6], predict the reaction product. The product is: [C:5]([O:8][CH:9]([CH2:14][CH2:15][N:1]=[N+:2]=[N-:3])[C:10]([O:12][CH3:13])=[O:11])(=[O:7])[CH3:6].